This data is from Forward reaction prediction with 1.9M reactions from USPTO patents (1976-2016). The task is: Predict the product of the given reaction. (1) Given the reactants CC(OI1(OC(C)=O)(OC(C)=O)OC(=O)C2C=CC=CC1=2)=O.[CH2:23]([C:27]1[CH:32]=[CH:31][C:30]([C:33]2[O:37][C:36]([C:38]3[CH:43]=[CH:42][C:41]([CH2:44][OH:45])=[CH:40][CH:39]=3)=[N:35][N:34]=2)=[CH:29][CH:28]=1)[CH:24]([CH3:26])[CH3:25], predict the reaction product. The product is: [CH2:23]([C:27]1[CH:28]=[CH:29][C:30]([C:33]2[O:37][C:36]([C:38]3[CH:39]=[CH:40][C:41]([CH:44]=[O:45])=[CH:42][CH:43]=3)=[N:35][N:34]=2)=[CH:31][CH:32]=1)[CH:24]([CH3:26])[CH3:25]. (2) Given the reactants [F:1][C:2]1[C:3]([N+:15]([O-])=O)=[C:4]([CH:12]=[CH:13][CH:14]=1)[NH:5][CH2:6][CH2:7][CH2:8][CH2:9][O:10][CH3:11], predict the reaction product. The product is: [F:1][C:2]1[C:3]([NH2:15])=[C:4]([NH:5][CH2:6][CH2:7][CH2:8][CH2:9][O:10][CH3:11])[CH:12]=[CH:13][CH:14]=1. (3) Given the reactants [CH3:1][C:2]1([CH3:12])[O:6][C@H:5]([CH2:7][C:8](OC)=[O:9])[CH2:4][O:3]1.[H-].[Al+3].[Li+].[H-].[H-].[H-].O.O.O.O.O.O.O.O.O.O.S([O-])([O-])(=O)=O.[Na+].[Na+], predict the reaction product. The product is: [CH3:1][C:2]1([CH3:12])[O:6][C@H:5]([CH2:7][CH2:8][OH:9])[CH2:4][O:3]1. (4) The product is: [CH3:1][O:2][C:3](=[O:29])/[CH:4]=[CH:5]/[C:6]1[CH:7]=[CH:8][C:9]2[O:26][C:13]3([CH2:18][CH2:17][CH2:16][N:15]([CH2:19][C:34]4[CH:37]=[CH:38][C:31]([F:30])=[CH:32][CH:33]=4)[CH2:14]3)[NH:12][C:11](=[O:27])[C:10]=2[CH:28]=1. Given the reactants [CH3:1][O:2][C:3](=[O:29])/[CH:4]=[CH:5]/[C:6]1[CH:7]=[CH:8][C:9]2[O:26][C:13]3([CH2:18][CH2:17][CH2:16][N:15]([C:19](OC(C)(C)C)=O)[CH2:14]3)[NH:12][C:11](=[O:27])[C:10]=2[CH:28]=1.[F:30][C:31]1[CH:38]=[CH:37][C:34](C=O)=[CH:33][CH:32]=1.[BH3-]C#N.[Na+], predict the reaction product. (5) Given the reactants [C:1]([O:5][C:6]([N:8]1[CH2:13][C@H:12]2[CH2:14][C@@H:9]1[CH2:10][NH:11]2)=[O:7])([CH3:4])([CH3:3])[CH3:2].[NH2:15][C:16]1[CH:24]=[CH:23][C:19]([C:20](O)=[O:21])=[CH:18][N:17]=1, predict the reaction product. The product is: [C:1]([O:5][C:6]([N:8]1[CH2:13][C@H:12]2[CH2:14][C@@H:9]1[CH2:10][N:11]2[C:20]([C:19]1[CH:18]=[N:17][C:16]([NH2:15])=[CH:24][CH:23]=1)=[O:21])=[O:7])([CH3:4])([CH3:2])[CH3:3]. (6) Given the reactants C([O:8][C:9](=[O:21])[CH2:10][N:11]1[C:15]([CH3:16])=[N:14][C:13]([CH2:17][N:18]([CH3:20])[CH3:19])=[N:12]1)C1C=CC=CC=1, predict the reaction product. The product is: [CH3:19][N:18]([CH2:17][C:13]1[N:14]=[C:15]([CH3:16])[N:11]([CH2:10][C:9]([OH:21])=[O:8])[N:12]=1)[CH3:20]. (7) Given the reactants [H-].[K+].[C:3]([C:7]1[CH:19]=[CH:18][C:17]2[C:16]3[C:11](=[CH:12][C:13]([C:20]([CH3:23])([CH3:22])[CH3:21])=[CH:14][CH:15]=3)[CH2:10][C:9]=2[CH:8]=1)([CH3:6])([CH3:5])[CH3:4].[CH2:24]([O:27][C:28]1[C:33]([C:34]([CH3:37])([CH3:36])[CH3:35])=[CH:32][C:31]([CH3:38])=[CH:30][C:29]=1[Si:39](Cl)([CH3:41])[CH3:40])[CH:25]=[CH2:26].C(=O)([O-])O.[Na+].C(=O)([O-])[O-].[Na+].[Na+], predict the reaction product. The product is: [CH2:24]([O:27][C:28]1[C:33]([C:34]([CH3:35])([CH3:36])[CH3:37])=[CH:32][C:31]([CH3:38])=[CH:30][C:29]=1[Si:39]([CH:10]1[C:9]2[CH:8]=[C:7]([C:3]([CH3:6])([CH3:5])[CH3:4])[CH:19]=[CH:18][C:17]=2[C:16]2[C:11]1=[CH:12][C:13]([C:20]([CH3:23])([CH3:22])[CH3:21])=[CH:14][CH:15]=2)([CH3:40])[CH3:41])[CH:25]=[CH2:26].